This data is from Full USPTO retrosynthesis dataset with 1.9M reactions from patents (1976-2016). The task is: Predict the reactants needed to synthesize the given product. (1) Given the product [ClH:25].[F:1][C:2]1[CH:3]=[CH:4][C:5]([O:19][CH:20]2[CH2:24][CH2:23][O:22][CH2:21]2)=[C:6]([C@H:8]([NH2:12])[CH2:9][CH:10]=[CH2:11])[CH:7]=1, predict the reactants needed to synthesize it. The reactants are: [F:1][C:2]1[CH:3]=[CH:4][C:5]([O:19][CH:20]2[CH2:24][CH2:23][O:22][CH2:21]2)=[C:6]([C@H:8]([NH:12][S@](C(C)(C)C)=O)[CH2:9][CH:10]=[CH2:11])[CH:7]=1.[ClH:25]. (2) Given the product [ClH:19].[ClH:19].[Cl:19][C:17]1[CH:16]=[CH:15][C:14]2[S:20][C:21](=[O:22])[N:12]3[C:13]=2[C:18]=1[CH:9]([CH2:8][N:5]1[CH2:6][CH2:7][CH:2]([NH:1][CH2:33][C:25]2[N:24]=[N:23][C:28]4[O:29][CH2:30][CH2:31][O:32][C:27]=4[CH:26]=2)[CH2:3][CH2:4]1)[CH2:10][CH2:11]3, predict the reactants needed to synthesize it. The reactants are: [NH2:1][CH:2]1[CH2:7][CH2:6][N:5]([CH2:8][CH:9]2[C:18]3[C:13]4=[C:14]([S:20][C:21](=[O:22])[N:12]4[CH2:11][CH2:10]2)[CH:15]=[CH:16][C:17]=3[Cl:19])[CH2:4][CH2:3]1.[N:23]1[C:28]2[O:29][CH2:30][CH2:31][O:32][C:27]=2[CH:26]=[C:25]([CH:33]=O)[N:24]=1. (3) Given the product [C:37]([N:8]1[CH2:9][CH:10]([N:12]2[CH2:17][CH2:16][O:15][C@@H:14]([CH2:18][N:19]3[CH2:20][CH2:21][N:22]([C:25]([NH:27][C:28]4[CH:33]=[CH:32][C:31]([Cl:34])=[C:30]([Cl:35])[CH:29]=4)=[O:26])[CH2:23][CH2:24]3)[CH2:13]2)[CH2:11]1)(=[O:38])[CH3:36], predict the reactants needed to synthesize it. The reactants are: C(N(CC)CC)C.[NH:8]1[CH2:11][CH:10]([N:12]2[CH2:17][CH2:16][O:15][C@@H:14]([CH2:18][N:19]3[CH2:24][CH2:23][N:22]([C:25]([NH:27][C:28]4[CH:33]=[CH:32][C:31]([Cl:34])=[C:30]([Cl:35])[CH:29]=4)=[O:26])[CH2:21][CH2:20]3)[CH2:13]2)[CH2:9]1.[CH3:36][C:37](OC(C)=O)=[O:38]. (4) The reactants are: CON(C)[C:4]([C:6]1[C:11]([N:12]([S:16]([C:19]2[CH:24]=[CH:23][C:22]([Cl:25])=[C:21]([C:26]([F:29])([F:28])[F:27])[CH:20]=2)(=[O:18])=[O:17])COC)=[CH:10][C:9]([CH3:30])=[CH:8][N:7]=1)=[O:5].I[C:33]1[C:34]2[CH:41]=[CH:40][N:39](COCC[Si](C)(C)C)[C:35]=2[N:36]=[CH:37][N:38]=1.CO.Cl. Given the product [Cl:25][C:22]1[CH:23]=[CH:24][C:19]([S:16]([NH:12][C:11]2[C:6]([C:4]([C:33]3[C:34]4[CH:41]=[CH:40][NH:39][C:35]=4[N:36]=[CH:37][N:38]=3)=[O:5])=[N:7][CH:8]=[C:9]([CH3:30])[CH:10]=2)(=[O:18])=[O:17])=[CH:20][C:21]=1[C:26]([F:29])([F:27])[F:28], predict the reactants needed to synthesize it. (5) Given the product [CH2:1]([O:3][C:4]([C:6]1([CH:39]([C:40]2[CH:41]=[N:42][CH:43]=[CH:44][CH:45]=2)[CH2:38][N+:35]([O-:37])=[O:36])[CH2:11][CH2:10][CH2:9][N:8]([C:12]([O:14][C:15]([CH3:17])([CH3:16])[CH3:18])=[O:13])[CH2:7]1)=[O:5])[CH3:2], predict the reactants needed to synthesize it. The reactants are: [CH2:1]([O:3][C:4]([CH:6]1[CH2:11][CH2:10][CH2:9][N:8]([C:12]([O:14][C:15]([CH3:18])([CH3:17])[CH3:16])=[O:13])[CH2:7]1)=[O:5])[CH3:2].[Li+].CC([N-]C(C)C)C.C(C1C=CC=CC=1)C.[N+:35]([CH:38]=[CH:39][C:40]1[CH:41]=[N:42][CH:43]=[CH:44][CH:45]=1)([O-:37])=[O:36].